Dataset: Reaction yield outcomes from USPTO patents with 853,638 reactions. Task: Predict the reaction yield, written as a fraction of the theoretical maximum amount of product (1.0 means a 100% yield; for example, 0.34 means a 34% yield). (1) The yield is 1.00. The reactants are [NH2:1][OH:2].[C:3]([C:5]1[CH:6]=[CH:7][C:8]([CH3:19])=[C:9]([NH:11][C:12](=[O:18])[O:13][C:14]([CH3:17])([CH3:16])[CH3:15])[CH:10]=1)#[N:4]. The catalyst is CCO. The product is [OH:2]/[N:1]=[C:3](/[C:5]1[CH:6]=[CH:7][C:8]([CH3:19])=[C:9]([NH:11][C:12](=[O:18])[O:13][C:14]([CH3:15])([CH3:16])[CH3:17])[CH:10]=1)\[NH2:4]. (2) The reactants are [NH:1]1[CH2:6][CH2:5][CH2:4][CH2:3][CH2:2]1.C[Si]([N-][Si](C)(C)C)(C)C.[Li+].Br[C:18]1[C:26]2[C:21](=[CH:22][CH:23]=[CH:24][CH:25]=2)[N:20]([Si:27]([CH:34]([CH3:36])[CH3:35])([CH:31]([CH3:33])[CH3:32])[CH:28]([CH3:30])[CH3:29])[CH:19]=1.C(Cl)(Cl)Cl. The catalyst is C1COCC1.C1C=CC(/C=C/C(/C=C/C2C=CC=CC=2)=O)=CC=1.C1C=CC(/C=C/C(/C=C/C2C=CC=CC=2)=O)=CC=1.C1C=CC(/C=C/C(/C=C/C2C=CC=CC=2)=O)=CC=1.[Pd].[Pd]. The product is [N:1]1([C:18]2[C:26]3[C:21](=[CH:22][CH:23]=[CH:24][CH:25]=3)[N:20]([Si:27]([CH:31]([CH3:33])[CH3:32])([CH:34]([CH3:36])[CH3:35])[CH:28]([CH3:29])[CH3:30])[CH:19]=2)[CH2:6][CH2:5][CH2:4][CH2:3][CH2:2]1. The yield is 0.270. (3) The product is [F:1][C:2]1[CH:7]=[C:6]([I:8])[CH:5]=[CH:4][C:3]=1[N:9]1[C:14]2[N:15]([CH3:29])[C:16](=[O:28])[C:17]([CH3:27])=[C:18]([NH:33][C:34]3[CH:35]=[C:36]([NH:40][S:41]([CH3:44])(=[O:43])=[O:42])[CH:37]=[CH:38][CH:39]=3)[C:13]=2[C:12](=[O:30])[N:11]([CH3:31])[C:10]1=[O:32]. The yield is 0.980. The catalyst is CO.O. The reactants are [F:1][C:2]1[CH:7]=[C:6]([I:8])[CH:5]=[CH:4][C:3]=1[N:9]1[C:14]2[N:15]([CH3:29])[C:16](=[O:28])[C:17]([CH3:27])=[C:18](OS(C(F)(F)F)(=O)=O)[C:13]=2[C:12](=[O:30])[N:11]([CH3:31])[C:10]1=[O:32].[NH2:33][C:34]1[CH:35]=[C:36]([NH:40][S:41]([CH3:44])(=[O:43])=[O:42])[CH:37]=[CH:38][CH:39]=1.CN(C)C(=O)C.N1C(C)=CC=CC=1C. (4) The reactants are C(OC([NH:8][C@@H:9]1[C:16](=[O:17])[N:15]2[C@H:18]([C:21]([O:23][CH2:24][C:25]3[CH:30]=[CH:29][CH:28]=[CH:27][CH:26]=3)=[O:22])[CH2:19][CH2:20][C@@H:14]2[CH2:13][CH:12]=[CH:11][CH2:10]1)=O)(C)(C)C.FC(F)(F)C(O)=O. The catalyst is ClCCl.O. The product is [NH2:8][C@@H:9]1[C:16](=[O:17])[N:15]2[C@H:18]([C:21]([O:23][CH2:24][C:25]3[CH:26]=[CH:27][CH:28]=[CH:29][CH:30]=3)=[O:22])[CH2:19][CH2:20][C@@H:14]2[CH2:13][CH:12]=[CH:11][CH2:10]1. The yield is 0.507. (5) The reactants are [CH3:1][CH:2]([CH2:6][C:7](=O)[C:8]1[CH:13]=[CH:12][CH:11]=[CH:10][CH:9]=1)[C:3](O)=[O:4].O.[NH2:16][NH2:17]. The catalyst is C(O)C. The product is [CH3:1][CH:2]1[CH2:6][C:7]([C:8]2[CH:13]=[CH:12][CH:11]=[CH:10][CH:9]=2)=[N:17][NH:16][C:3]1=[O:4]. The yield is 0.961. (6) The product is [Cl:1][C:2]1[C:3]([C:16]2[C:24]3[C:19](=[CH:20][CH:21]=[CH:22][CH:23]=3)[N:18]([S:25]([C:28]3[CH:29]=[CH:30][CH:31]=[CH:32][CH:33]=3)(=[O:27])=[O:26])[CH:17]=2)=[N:4][C:5]([NH:8][C:9]2[CH:10]=[C:11]([NH:15][C:37](=[O:38])[CH2:36][CH2:35][NH:34][C:40](=[O:41])[O:42][C:43]([CH3:44])([CH3:45])[CH3:46])[CH:12]=[CH:13][CH:14]=2)=[N:6][CH:7]=1. The catalyst is CN(C=O)C.CCOC(C)=O. The yield is 1.00. The reactants are [Cl:1][C:2]1[C:3]([C:16]2[C:24]3[C:19](=[CH:20][CH:21]=[CH:22][CH:23]=3)[N:18]([S:25]([C:28]3[CH:33]=[CH:32][CH:31]=[CH:30][CH:29]=3)(=[O:27])=[O:26])[CH:17]=2)=[N:4][C:5]([NH:8][C:9]2[CH:14]=[CH:13][CH:12]=[C:11]([NH2:15])[CH:10]=2)=[N:6][CH:7]=1.[NH:34]([C:40]([O:42][C:43]([CH3:46])([CH3:45])[CH3:44])=[O:41])[CH2:35][CH2:36][C:37](O)=[O:38].CCN(CC)CC.CN(C(ON1N=NC2C=CC=CC1=2)=[N+](C)C)C.F[P-](F)(F)(F)(F)F. (7) The reactants are O[C:2]1([C:21]2[C:30]([OH:31])=[CH:29][C:24]3[C:25]([CH3:28])=[N:26][O:27][C:23]=3[CH:22]=2)[C:10]2[C:5](=[CH:6][CH:7]=[CH:8][CH:9]=2)[N:4]([CH2:11][C:12]2[CH:17]=[CH:16][C:15]([O:18][CH3:19])=[CH:14][CH:13]=2)[C:3]1=[O:20].C([SiH](CC)CC)C.FC(F)(F)C(O)=O. No catalyst specified. The product is [OH:31][C:30]1[C:21]([CH:2]2[C:10]3[C:5](=[CH:6][CH:7]=[CH:8][CH:9]=3)[N:4]([CH2:11][C:12]3[CH:13]=[CH:14][C:15]([O:18][CH3:19])=[CH:16][CH:17]=3)[C:3]2=[O:20])=[CH:22][C:23]2[O:27][N:26]=[C:25]([CH3:28])[C:24]=2[CH:29]=1. The yield is 0.920.